From a dataset of Catalyst prediction with 721,799 reactions and 888 catalyst types from USPTO. Predict which catalyst facilitates the given reaction. Reactant: [F:1][C:2]1[CH:7]=[CH:6][C:5]([S:8]([NH:11][C:12]2([C:15]([O:17][CH3:18])=[O:16])[CH2:14][CH2:13]2)(=[O:10])=[O:9])=[CH:4][CH:3]=1.C([O-])([O-])=O.[K+].[K+].I[CH2:26][CH3:27]. Product: [CH2:26]([N:11]([S:8]([C:5]1[CH:6]=[CH:7][C:2]([F:1])=[CH:3][CH:4]=1)(=[O:10])=[O:9])[C:12]1([C:15]([O:17][CH3:18])=[O:16])[CH2:14][CH2:13]1)[CH3:27]. The catalyst class is: 3.